Dataset: Reaction yield outcomes from USPTO patents with 853,638 reactions. Task: Predict the reaction yield, written as a fraction of the theoretical maximum amount of product (1.0 means a 100% yield; for example, 0.34 means a 34% yield). The reactants are Cl.[N:2]1[N:3]([CH2:7][C:8]([OH:10])=O)[N:4]=[CH:5][CH:6]=1.[F:11][C:12]1[CH:13]=[C:14]([CH:38]=[CH:39][CH:40]=1)[CH2:15][C@H:16]1[CH2:20][NH:19][C@H:18]([C:21]([NH:23][C:24]2[CH:29]=[CH:28][C:27]([O:30][C:31]3[CH:36]=[CH:35][C:34]([F:37])=[CH:33][CH:32]=3)=[CH:26][CH:25]=2)=[O:22])[CH2:17]1. No catalyst specified. The product is [N:4]1[N:3]([CH2:7][C:8]([N:19]2[CH2:20][C@H:16]([CH2:15][C:14]3[CH:38]=[CH:39][CH:40]=[C:12]([F:11])[CH:13]=3)[CH2:17][C@H:18]2[C:21]([NH:23][C:24]2[CH:29]=[CH:28][C:27]([O:30][C:31]3[CH:32]=[CH:33][C:34]([F:37])=[CH:35][CH:36]=3)=[CH:26][CH:25]=2)=[O:22])=[O:10])[N:2]=[CH:6][CH:5]=1. The yield is 0.390.